This data is from NCI-60 drug combinations with 297,098 pairs across 59 cell lines. The task is: Regression. Given two drug SMILES strings and cell line genomic features, predict the synergy score measuring deviation from expected non-interaction effect. Drug 1: CC1(CCC(=C(C1)CN2CCN(CC2)C3=CC=C(C=C3)C(=O)NS(=O)(=O)C4=CC(=C(C=C4)NC(CCN5CCOCC5)CSC6=CC=CC=C6)S(=O)(=O)C(F)(F)F)C7=CC=C(C=C7)Cl)C. Drug 2: C1=CC2=C(C(=C1)O)C(=O)C3=C(C2=O)C(=CC=C3)S(=O)(=O)N. Cell line: SN12C. Synergy scores: CSS=2.00, Synergy_ZIP=-1.96, Synergy_Bliss=-1.96, Synergy_Loewe=-0.000404, Synergy_HSA=-0.000895.